Dataset: Full USPTO retrosynthesis dataset with 1.9M reactions from patents (1976-2016). Task: Predict the reactants needed to synthesize the given product. (1) Given the product [C:85]([NH:88][C:44]1[C:45]([O:73][CH2:74][C:75]([F:78])([F:77])[F:76])=[N:46][CH:47]=[C:48]([CH:72]=1)[C:49]([NH:51][CH2:52][CH2:53][NH:54][C:55]([C:57]1[C:58]([C:68]([F:71])([F:70])[F:69])=[N:59][N:60]([C:62]2[CH:67]=[CH:66][CH:65]=[CH:64][CH:63]=2)[CH:61]=1)=[O:56])=[O:50])(=[O:87])[CH3:86], predict the reactants needed to synthesize it. The reactants are: CC1(C)C2C(=C(P(C3C=CC=CC=3)C3C=CC=CC=3)C=CC=2)OC2C(P(C3C=CC=CC=3)C3C=CC=CC=3)=CC=CC1=2.Br[C:44]1[C:45]([O:73][CH2:74][C:75]([F:78])([F:77])[F:76])=[N:46][CH:47]=[C:48]([CH:72]=1)[C:49]([NH:51][CH2:52][CH2:53][NH:54][C:55]([C:57]1[C:58]([C:68]([F:71])([F:70])[F:69])=[N:59][N:60]([C:62]2[CH:67]=[CH:66][CH:65]=[CH:64][CH:63]=2)[CH:61]=1)=[O:56])=[O:50].C(=O)([O-])[O-].[Cs+].[Cs+].[C:85]([NH2:88])(=[O:87])[CH3:86]. (2) Given the product [CH2:1]([O:8][CH2:9][C@H:10]([O:15][CH2:16][CH:17]=[N:25][OH:26])[CH2:11][CH:12]=[CH:13][CH3:14])[C:2]1[CH:7]=[CH:6][CH:5]=[CH:4][CH:3]=1, predict the reactants needed to synthesize it. The reactants are: [CH2:1]([O:8][CH2:9][C@H:10]([O:15][CH2:16][CH:17]=O)[CH2:11][CH:12]=[CH:13][CH3:14])[C:2]1[CH:7]=[CH:6][CH:5]=[CH:4][CH:3]=1.C([O-])(=O)C.[Na+].Cl.[NH2:25][OH:26]. (3) Given the product [CH3:3][C:4]([CH3:38])([CH3:37])[CH2:5][C:6]1[N:7]=[C:8]([CH:17]([OH:36])[CH2:18][C:24]2[CH:25]=[CH:26][C:27]([C:30]3[CH:35]=[CH:34][CH:33]=[CH:32][N:31]=3)=[CH:28][CH:29]=2)[N:9]([S:11]([N:14]([CH3:16])[CH3:15])(=[O:13])=[O:12])[CH:10]=1, predict the reactants needed to synthesize it. The reactants are: [OH-].[K+].[CH3:3][C:4]([CH3:38])([CH3:37])[CH2:5][C:6]1[N:7]=[C:8]([CH:17]([OH:36])[C:18]2([C:24]3[CH:29]=[CH:28][C:27]([C:30]4[CH:35]=[CH:34][CH:33]=[CH:32][N:31]=4)=[CH:26][CH:25]=3)SCCCS2)[N:9]([S:11]([N:14]([CH3:16])[CH3:15])(=[O:13])=[O:12])[CH:10]=1. (4) Given the product [C:1]([C:5]1[CH:6]=[C:7]([NH:8][C:19]([NH:18][CH:15]([CH3:17])[CH3:16])=[O:20])[CH:9]=[C:10]([I:14])[C:11]=1[O:12][CH3:13])([CH3:4])([CH3:2])[CH3:3], predict the reactants needed to synthesize it. The reactants are: [C:1]([C:5]1[CH:6]=[C:7]([CH:9]=[C:10]([I:14])[C:11]=1[O:12][CH3:13])[NH2:8])([CH3:4])([CH3:3])[CH3:2].[CH:15]([N:18]=[C:19]=[O:20])([CH3:17])[CH3:16]. (5) Given the product [NH2:1][C@@H:2]([CH2:5][CH:6]([C:9]1[CH:10]=[CH:11][CH:12]=[CH:13][CH:14]=1)[CH2:7][CH3:8])[CH2:3][OH:4], predict the reactants needed to synthesize it. The reactants are: [NH2:1][C@@H:2](/[CH:5]=[C:6](/[C:9]1[CH:14]=[CH:13][CH:12]=[CH:11][CH:10]=1)\[CH2:7][CH3:8])[CH2:3][OH:4]. (6) Given the product [F:14][C:4]1[CH:3]=[C:2]([C:21]2([OH:20])[CH2:24][CH:23]([C:25]([OH:27])=[O:26])[CH2:22]2)[CH:13]=[CH:12][C:5]=1[CH2:6][N:7]1[CH2:11][CH2:10][CH2:9][CH2:8]1, predict the reactants needed to synthesize it. The reactants are: Br[C:2]1[CH:13]=[CH:12][C:5]([CH2:6][N:7]2[CH2:11][CH2:10][CH2:9][CH2:8]2)=[C:4]([F:14])[CH:3]=1.[Li]CCCC.[O:20]=[C:21]1[CH2:24][CH:23]([C:25]([OH:27])=[O:26])[CH2:22]1. (7) Given the product [CH2:1]([O:3][C:4]([C:6]1[CH:10]=[C:9]([C:11]2[CH:12]=[CH:13][CH:14]=[CH:15][CH:16]=2)[N:8]([NH2:17])[C:7]=1[C:27]1[C:36]2[C:31](=[CH:32][CH:33]=[CH:34][CH:35]=2)[CH:30]=[CH:29][CH:28]=1)=[O:5])[CH3:2], predict the reactants needed to synthesize it. The reactants are: [CH2:1]([O:3][C:4]([C:6]1[CH:10]=[C:9]([C:11]2[CH:16]=[CH:15][CH:14]=[CH:13][CH:12]=2)[N:8]([NH:17]C(OCC[Si](C)(C)C)=O)[C:7]=1[C:27]1[C:36]2[C:31](=[CH:32][CH:33]=[CH:34][CH:35]=2)[CH:30]=[CH:29][CH:28]=1)=[O:5])[CH3:2].CCCC[N+](CCCC)(CCCC)CCCC.[F-].C(O)(=O)C.C1(C)C=CC=CC=1.